From a dataset of Full USPTO retrosynthesis dataset with 1.9M reactions from patents (1976-2016). Predict the reactants needed to synthesize the given product. Given the product [CH:19]1[C:20]([N:23]2[C:24](=[O:29])[CH2:25][O:26][CH2:27][CH2:28]2)=[CH:21][CH:22]=[C:17]([N:13]2[C:14](=[O:16])[O:15][C@@H:11]([CH2:10][NH:9][C:7]([C:5]3[S:6][C:2]([Cl:1])=[CH:3][CH:4]=3)=[O:8])[CH2:12]2)[CH:18]=1, predict the reactants needed to synthesize it. The reactants are: [Cl:1][C:2]1[S:6][C:5]([C:7]([N:9](C=O)[CH2:10][C@@H:11]2[O:15][C:14](=[O:16])[N:13]([C:17]3[CH:22]=[CH:21][C:20]([N:23]4[CH2:28][CH2:27][O:26][CH2:25][C:24]4=[O:29])=[CH:19][CH:18]=3)[CH2:12]2)=[O:8])=[CH:4][CH:3]=1.C(O)(=O)C.Cl.